Predict the product of the given reaction. From a dataset of Forward reaction prediction with 1.9M reactions from USPTO patents (1976-2016). (1) Given the reactants [C:1]1([O:7][C:8](=[O:22])[NH:9][C@@H:10]([C:14]2[CH:19]=[CH:18][N:17]=[C:16]([Cl:20])[C:15]=2[F:21])[CH2:11][CH:12]=C)[CH:6]=[CH:5][CH:4]=[CH:3][CH:2]=1.C([Mg]Br)C=C.ClC1C(F)=C([C@H](N[S@@](C(C)(C)C)=[O:42])CC=C)C=CN=1.ClC1C(F)=C([C@@H](N[S@@](C(C)(C)C)=O)CC=C)C=CN=1.Cl.O1CCOCC1, predict the reaction product. The product is: [Cl:20][C:16]1[C:15]([F:21])=[C:14]([C@H:10]([NH:9][C:8](=[O:22])[O:7][C:1]2[CH:6]=[CH:5][CH:4]=[CH:3][CH:2]=2)[CH2:11][CH:12]=[O:42])[CH:19]=[CH:18][N:17]=1. (2) Given the reactants [H-].[Na+].[Br:3][C:4]1[CH:5]=[CH:6][C:7]([OH:10])=[N:8][CH:9]=1.I[CH2:12][CH3:13], predict the reaction product. The product is: [Br:3][C:4]1[CH:5]=[CH:6][C:7](=[O:10])[N:8]([CH2:12][CH3:13])[CH:9]=1. (3) Given the reactants [CH2:1]([O:3][C:4](=[O:15])[C:5]1[CH:10]=[CH:9][C:8]([CH3:11])=[CH:7][C:6]=1[N+:12]([O-])=O)[CH3:2].C(Cl)Cl, predict the reaction product. The product is: [CH2:1]([O:3][C:4](=[O:15])[C:5]1[CH:10]=[CH:9][C:8]([CH3:11])=[CH:7][C:6]=1[NH2:12])[CH3:2]. (4) The product is: [F:22][C:23]([F:28])([F:27])[C:24]([OH:26])=[O:25].[NH2:7][CH:8]([CH2:9][CH3:10])[C@@H:11]([C:13]1[O:14][C:15]([CH:18]2[CH2:20][CH2:19]2)=[N:16][N:17]=1)[OH:12]. Given the reactants C(OC(=O)[NH:7][CH:8]([CH:11]([C:13]1[O:14][C:15]([CH:18]2[CH2:20][CH2:19]2)=[N:16][N:17]=1)[OH:12])[CH2:9][CH3:10])(C)(C)C.[F:22][C:23]([F:28])([F:27])[C:24]([OH:26])=[O:25], predict the reaction product. (5) Given the reactants [CH:1]1([NH:6][C:7]2[S:8][CH:9]=[C:10]([C:12]3[CH:17]=[CH:16][C:15]([CH:18]([CH3:20])[CH3:19])=[CH:14][CH:13]=3)[N:11]=2)[CH2:5][CH2:4][CH2:3][CH2:2]1.C[O:22][C:23](=[O:32])[C:24]1[CH:29]=[CH:28][CH:27]=[CH:26][C:25]=1[CH2:30]Br.[H-].[Na+], predict the reaction product. The product is: [CH:1]1([N:6]([CH2:30][C:25]2[CH:26]=[CH:27][CH:28]=[CH:29][C:24]=2[C:23]([OH:32])=[O:22])[C:7]2[S:8][CH:9]=[C:10]([C:12]3[CH:13]=[CH:14][C:15]([CH:18]([CH3:20])[CH3:19])=[CH:16][CH:17]=3)[N:11]=2)[CH2:5][CH2:4][CH2:3][CH2:2]1. (6) The product is: [Br-:1].[Br-:1].[CH2:2]([N+:15]1[C:24]2[C:19](=[CH:20][CH:21]=[CH:22][CH:23]=2)[CH:18]=[CH:17][CH:16]=1)[CH2:3][CH2:4][CH2:5][CH2:6][CH2:7][CH2:8][CH2:9][CH2:10][CH2:11][CH2:12][CH2:13][N+:15]1[C:24]2[C:19](=[CH:20][CH:21]=[CH:22][CH:23]=2)[CH:18]=[CH:17][CH:16]=1. Given the reactants [Br:1][CH2:2][CH2:3][CH2:4][CH2:5][CH2:6][CH2:7][CH2:8][CH2:9][CH2:10][CH2:11][CH2:12][CH2:13]Br.[N:15]1[C:24]2[C:19](=[CH:20][CH:21]=[CH:22][CH:23]=2)[CH:18]=[CH:17][CH:16]=1, predict the reaction product. (7) Given the reactants [N:1]1[CH:6]=[CH:5][C:4]([C:7]2[NH:11][C:10](=[S:12])[NH:9][N:8]=2)=[CH:3][CH:2]=1.Br[CH2:14][C:15]#[CH:16].C([O-])(=O)C.[Na+].O, predict the reaction product. The product is: [CH2:16]([S:12][C:10]1[NH:11][C:7]([C:4]2[CH:3]=[CH:2][N:1]=[CH:6][CH:5]=2)=[N:8][N:9]=1)[C:15]#[CH:14]. (8) The product is: [Cl:37][CH2:20][C:10]1[CH:9]=[C:8]([C:4]2[CH:5]=[CH:6][CH:7]=[C:2]([Cl:1])[CH:3]=2)[C:13]([O:14][CH2:15][C:16]([F:19])([F:18])[F:17])=[N:12][CH:11]=1. Given the reactants [Cl:1][C:2]1[CH:3]=[C:4]([C:8]2[CH:9]=[C:10]([CH2:20]O)[CH:11]=[N:12][C:13]=2[O:14][CH2:15][C:16]([F:19])([F:18])[F:17])[CH:5]=[CH:6][CH:7]=1.BrC1C=C(CO)C=NC=1OCC(F)(F)F.[Cl:37]C1C=C(B(O)O)C=CC=1.C(Cl)Cl.C([O-])([O-])=O.[Na+].[Na+], predict the reaction product.